Dataset: Forward reaction prediction with 1.9M reactions from USPTO patents (1976-2016). Task: Predict the product of the given reaction. Given the reactants [CH2:1]([N:8]1[CH2:13][CH2:12][NH:11][CH:10]([CH2:14][CH2:15][OH:16])[CH2:9]1)[C:2]1[CH:7]=[CH:6][CH:5]=[CH:4][CH:3]=1.[C:17](O[C:17]([O:19][C:20]([CH3:23])([CH3:22])[CH3:21])=[O:18])([O:19][C:20]([CH3:23])([CH3:22])[CH3:21])=[O:18], predict the reaction product. The product is: [C:20]([O:19][C:17]([N:11]1[CH2:12][CH2:13][N:8]([CH2:1][C:2]2[CH:3]=[CH:4][CH:5]=[CH:6][CH:7]=2)[CH2:9][CH:10]1[CH2:14][CH2:15][OH:16])=[O:18])([CH3:23])([CH3:22])[CH3:21].